This data is from Catalyst prediction with 721,799 reactions and 888 catalyst types from USPTO. The task is: Predict which catalyst facilitates the given reaction. Reactant: [Cl:1][C:2]1[N:7]=[C:6]([N:8]([CH3:28])[CH2:9][CH2:10][CH2:11][O:12][C:13]2[CH:14]=[C:15]3[C:19](=[CH:20][CH:21]=2)[C@H:18]([CH2:22][C:23]([O:25]CC)=[O:24])[CH2:17][CH2:16]3)[C:5]([C:29]2[CH:34]=[CH:33][C:32]([O:35][CH3:36])=[CH:31][CH:30]=2)=[CH:4][N:3]=1.C(O)C.O.O[Li].O. Product: [Cl:1][C:2]1[N:7]=[C:6]([N:8]([CH3:28])[CH2:9][CH2:10][CH2:11][O:12][C:13]2[CH:14]=[C:15]3[C:19](=[CH:20][CH:21]=2)[C@H:18]([CH2:22][C:23]([OH:25])=[O:24])[CH2:17][CH2:16]3)[C:5]([C:29]2[CH:34]=[CH:33][C:32]([O:35][CH3:36])=[CH:31][CH:30]=2)=[CH:4][N:3]=1. The catalyst class is: 1.